Dataset: Full USPTO retrosynthesis dataset with 1.9M reactions from patents (1976-2016). Task: Predict the reactants needed to synthesize the given product. (1) Given the product [CH3:31][O:30][C:24]1[CH:23]=[C:22]([NH:21][C:20]([C:18]2[CH:19]=[C:14]3[C:15](=[CH:16][CH:17]=2)[NH:33][C:12]([CH2:11][CH2:10][CH2:9][N:7]([CH3:8])[C:6](=[O:34])[O:5][C:1]([CH3:4])([CH3:2])[CH3:3])=[CH:13]3)=[O:32])[CH:27]=[CH:26][C:25]=1[O:28][CH3:29], predict the reactants needed to synthesize it. The reactants are: [C:1]([O:5][C:6](=[O:34])[N:7]([CH2:9][CH2:10][CH2:11][C:12]#[C:13][C:14]1[CH:19]=[C:18]([C:20](=[O:32])[NH:21][C:22]2[CH:27]=[CH:26][C:25]([O:28][CH3:29])=[C:24]([O:30][CH3:31])[CH:23]=2)[CH:17]=[CH:16][C:15]=1[NH2:33])[CH3:8])([CH3:4])([CH3:3])[CH3:2]. (2) Given the product [Br:19][C:20]1[CH:25]=[CH:24][C:23]([O:31][CH:32]2[CH2:33][CH2:34][N:35]([C:38]([O:40][C:41]([CH3:44])([CH3:43])[CH3:42])=[O:39])[CH2:36][CH2:37]2)=[C:22]([S:27]([CH3:30])(=[O:29])=[O:28])[CH:21]=1, predict the reactants needed to synthesize it. The reactants are: BrC1C=CC(OC2CCN(C3COC3)CC2)=CC=1.[Br:19][C:20]1[CH:25]=[CH:24][C:23](F)=[C:22]([S:27]([CH3:30])(=[O:29])=[O:28])[CH:21]=1.[OH:31][CH:32]1[CH2:37][CH2:36][N:35]([C:38]([O:40][C:41]([CH3:44])([CH3:43])[CH3:42])=[O:39])[CH2:34][CH2:33]1.[H-].[Na+].